From a dataset of Full USPTO retrosynthesis dataset with 1.9M reactions from patents (1976-2016). Predict the reactants needed to synthesize the given product. (1) Given the product [CH2:27]([N:29]([CH2:30][CH3:31])[C:2]1[CH:7]=[CH:6][C:5]([C:8]2[N:12]=[C:11]([C:13]3[CH:17]=[C:16]([CH3:18])[N:15]([CH2:19][C:20]4[CH:25]=[CH:24][C:23]([CH3:26])=[CH:22][CH:21]=4)[N:14]=3)[O:10][N:9]=2)=[CH:4][CH:3]=1)[CH3:28], predict the reactants needed to synthesize it. The reactants are: I[C:2]1[CH:7]=[CH:6][C:5]([C:8]2[N:12]=[C:11]([C:13]3[CH:17]=[C:16]([CH3:18])[N:15]([CH2:19][C:20]4[CH:25]=[CH:24][C:23]([CH3:26])=[CH:22][CH:21]=4)[N:14]=3)[O:10][N:9]=2)=[CH:4][CH:3]=1.[CH2:27]([NH:29][CH2:30][CH3:31])[CH3:28].C1(P(C2CCCCC2)C2C=CC=CC=2C2C=CC=CC=2)CCCCC1.C1(C)C=CC=CC=1. (2) The reactants are: [F:1][C:2]1[CH:3]=[CH:4][C:5]([O:19][CH3:20])=[C:6]([C:8]([CH3:18])([CH3:17])[CH2:9][C:10]2([C:13]([F:16])([F:15])[F:14])[CH2:12][O:11]2)[CH:7]=1.[OH:21][C:22]1[C:31]2[C:26](=[CH:27][CH:28]=[CH:29][CH:30]=2)[N:25]=[CH:24][CH:23]=1.[O-]CC.[Na+]. Given the product [F:1][C:2]1[CH:3]=[CH:4][C:5]([O:19][CH3:20])=[C:6]([C:8]([CH3:18])([CH3:17])[CH2:9][C:10]([OH:11])([C:13]([F:16])([F:15])[F:14])[CH2:12][N:25]2[C:26]3[C:31](=[CH:30][CH:29]=[CH:28][CH:27]=3)[C:22](=[O:21])[CH:23]=[CH:24]2)[CH:7]=1, predict the reactants needed to synthesize it. (3) Given the product [C:25]([C:24]1[CH:29]=[CH:30][C:21]([C:8]2[C:9]3=[N:10][CH:11]=[C:12]([C:15]([OH:20])=[O:40])[CH:13]=[C:14]3[N:6]([C:4](=[O:5])[C:3]3[C:32]([C:36]([F:39])([F:37])[F:38])=[CH:33][CH:34]=[CH:35][C:2]=3[Cl:1])[N:7]=2)=[C:22]([F:31])[CH:23]=1)([OH:27])=[O:26], predict the reactants needed to synthesize it. The reactants are: [Cl:1][C:2]1[CH:35]=[CH:34][CH:33]=[C:32]([C:36]([F:39])([F:38])[F:37])[C:3]=1[C:4]([N:6]1[C:14]2[C:9](=[N:10][CH:11]=[C:12]([C:15](=[O:20])N(OC)C)[CH:13]=2)[C:8]([C:21]2[CH:30]=[CH:29][C:24]([C:25]([O:27]C)=[O:26])=[CH:23][C:22]=2[F:31])=[N:7]1)=[O:5].[OH:40][Li].O. (4) Given the product [Cl:24][C:25]1[CH:26]=[C:27]([NH:31][C:32]([NH:21][C:20]2[CH:22]=[CH:23][C:17]([C:5]3[C:6]([C:8]4[CH:13]=[CH:12][N:11]=[C:10]5[NH:14][CH:15]=[CH:16][C:9]=45)=[CH:7][N:3]([CH2:1][CH3:2])[N:4]=3)=[CH:18][CH:19]=2)=[O:33])[CH:28]=[CH:29][CH:30]=1, predict the reactants needed to synthesize it. The reactants are: [CH2:1]([N:3]1[CH:7]=[C:6]([C:8]2[CH:13]=[CH:12][N:11]=[C:10]3[NH:14][CH:15]=[CH:16][C:9]=23)[C:5]([C:17]2[CH:23]=[CH:22][C:20]([NH2:21])=[CH:19][CH:18]=2)=[N:4]1)[CH3:2].[Cl:24][C:25]1[CH:26]=[C:27]([N:31]=[C:32]=[O:33])[CH:28]=[CH:29][CH:30]=1. (5) Given the product [NH2:7][C:8]1[S:9][CH2:10][C@@H:11]2[C@@H:16]([C:17]([F:20])([F:19])[F:18])[O:15][CH2:14][C@:12]2([C:21]2[CH:26]=[C:25]([NH:27][C:39]([C:36]3[CH:35]=[N:34][C:33]([O:32][CH3:31])=[CH:38][N:37]=3)=[O:40])[CH:24]=[C:23]([F:28])[C:22]=2[F:29])[N:13]=1, predict the reactants needed to synthesize it. The reactants are: C(OC(=O)[NH:7][C:8]1[S:9][CH2:10][C@@H:11]2[C@@H:16]([C:17]([F:20])([F:19])[F:18])[O:15][CH2:14][C@:12]2([C:21]2[CH:26]=[C:25]([NH2:27])[CH:24]=[C:23]([F:28])[C:22]=2[F:29])[N:13]=1)(C)(C)C.[CH3:31][O:32][C:33]1[N:34]=[CH:35][C:36]([C:39](O)=[O:40])=[N:37][CH:38]=1. (6) Given the product [CH3:21][C:5]1[CH:6]=[C:7]([SiH:8]([C:15]2[CH:20]=[CH:19][CH:18]=[CH:17][CH:16]=2)[C:9]2[CH:14]=[CH:13][CH:12]=[CH:11][CH:10]=2)[C:2]([C:24]2[CH:25]=[CH:26][CH:27]=[CH:28][N:23]=2)=[N:3][CH:4]=1, predict the reactants needed to synthesize it. The reactants are: Br[C:2]1[C:7]([SiH:8]([C:15]2[CH:20]=[CH:19][CH:18]=[CH:17][CH:16]=2)[C:9]2[CH:14]=[CH:13][CH:12]=[CH:11][CH:10]=2)=[CH:6][C:5]([CH3:21])=[CH:4][N:3]=1.[Br-].[N:23]1[CH:28]=[CH:27][CH:26]=[CH:25][C:24]=1[Zn+].N.